From a dataset of Catalyst prediction with 721,799 reactions and 888 catalyst types from USPTO. Predict which catalyst facilitates the given reaction. (1) Reactant: [CH3:1][S:2](Cl)(=[O:4])=[O:3].[F:6][C:7]1[CH:8]=[CH:9][C:10]([O:32][CH3:33])=[C:11]([C:13]2[N:17]=[C:16]([C:18]3[CH:19]=[CH:20][C:21]([N:25]4[CH2:30][CH2:29][CH2:28][CH2:27][CH:26]4[CH3:31])=[C:22]([CH:24]=3)[NH2:23])[O:15][N:14]=2)[CH:12]=1. Product: [F:6][C:7]1[CH:8]=[CH:9][C:10]([O:32][CH3:33])=[C:11]([C:13]2[N:17]=[C:16]([C:18]3[CH:19]=[CH:20][C:21]([N:25]4[CH2:30][CH2:29][CH2:28][CH2:27][CH:26]4[CH3:31])=[C:22]([NH:23][S:2]([CH3:1])(=[O:4])=[O:3])[CH:24]=3)[O:15][N:14]=2)[CH:12]=1. The catalyst class is: 17. (2) Reactant: [Cl:1][C:2]1[CH:3]=[C:4]([CH:18]=[CH:19][CH:20]=1)[CH2:5][O:6][C:7]1[CH:16]=[C:15]2[C:10]([CH2:11][CH2:12][C:13](=[O:17])[NH:14]2)=[CH:9][CH:8]=1.[CH3:21][C:22]([O:25][C:26](O[C:26]([O:25][C:22]([CH3:24])([CH3:23])[CH3:21])=[O:27])=[O:27])([CH3:24])[CH3:23].C(N(CC)CC)C. Product: [Cl:1][C:2]1[CH:3]=[C:4]([CH:18]=[CH:19][CH:20]=1)[CH2:5][O:6][C:7]1[CH:16]=[C:15]2[C:10]([CH2:11][CH2:12][C:13](=[O:17])[N:14]2[C:26]([O:25][C:22]([CH3:24])([CH3:23])[CH3:21])=[O:27])=[CH:9][CH:8]=1. The catalyst class is: 172. (3) Reactant: [CH3:1][C:2]1([CH3:21])[NH:6][C:5](=[O:7])[N:4]([C:8]([C:10]2[C:19]3[C:14](=[CH:15][CH:16]=[CH:17][CH:18]=3)[CH:13]=[CH:12][CH:11]=2)=[O:9])[C:3]1=[O:20].[H-].[Na+].[CH3:24][C:25]1[CH:30]=[CH:29][C:28]([C:31]([CH2:33]Br)=[O:32])=[CH:27][CH:26]=1.C(OCC)(=O)C. Product: [CH3:1][C:2]1([CH3:21])[N:6]([CH2:33][C:31](=[O:32])[C:28]2[CH:29]=[CH:30][C:25]([CH3:24])=[CH:26][CH:27]=2)[C:5](=[O:7])[N:4]([C:8]([C:10]2[C:19]3[C:14](=[CH:15][CH:16]=[CH:17][CH:18]=3)[CH:13]=[CH:12][CH:11]=2)=[O:9])[C:3]1=[O:20]. The catalyst class is: 3. (4) Reactant: [CH3:1][O:2][C:3]1[C:4]([N:11]2[C:20](=[O:21])[C:19]3[C:14](=[CH:15][C:16]([C:22](O)=[O:23])=[CH:17][CH:18]=3)[NH:13][C:12]2=[S:25])=[N:5][CH:6]=[C:7]([O:9][CH3:10])[CH:8]=1.[Cl:26][C:27]1[CH:28]=[C:29]([CH:32]=[CH:33][CH:34]=1)[CH2:30][NH2:31].CCN(C(C)C)C(C)C.CN(C(ON1N=NC2C=CC=CC1=2)=[N+](C)C)C.[B-](F)(F)(F)F. Product: [Cl:26][C:27]1[CH:28]=[C:29]([CH:32]=[CH:33][CH:34]=1)[CH2:30][NH:31][C:22]([C:16]1[CH:15]=[C:14]2[C:19]([C:20](=[O:21])[N:11]([C:4]3[C:3]([O:2][CH3:1])=[CH:8][C:7]([O:9][CH3:10])=[CH:6][N:5]=3)[C:12](=[S:25])[NH:13]2)=[CH:18][CH:17]=1)=[O:23]. The catalyst class is: 115. (5) Reactant: CON(C)[C:4]([C:6]1[C:7]([CH3:19])=[N:8][S:9][C:10]=1[NH:11][C:12](=[O:18])[O:13][C:14]([CH3:17])([CH3:16])[CH3:15])=[O:5].[Cl:21][C:22]1[CH:27]=[CH:26][C:25]([Mg]Br)=[CH:24][CH:23]=1. Product: [Cl:21][C:22]1[CH:27]=[CH:26][C:25]([C:4]([C:6]2[C:7]([CH3:19])=[N:8][S:9][C:10]=2[NH:11][C:12](=[O:18])[O:13][C:14]([CH3:15])([CH3:16])[CH3:17])=[O:5])=[CH:24][CH:23]=1. The catalyst class is: 1. (6) Reactant: Cl.[CH:2]1([C:8]2[CH:15]=[CH:14][C:11]([CH2:12]Cl)=[CH:10][C:9]=2[N:16]([CH3:18])[CH3:17])[CH2:7][CH2:6][CH2:5][CH2:4][CH2:3]1.C(=O)([O-])[O-].[K+].[K+].[C:25]([O:29][C:30]([N:32]1[C:40]2[C:35](=[C:36]([CH3:42])[C:37]([OH:41])=[CH:38][CH:39]=2)[CH2:34][CH2:33]1)=[O:31])([CH3:28])([CH3:27])[CH3:26]. Product: [C:25]([O:29][C:30]([N:32]1[C:40]2[C:35](=[C:36]([CH3:42])[C:37]([O:41][CH2:12][C:11]3[CH:14]=[CH:15][C:8]([CH:2]4[CH2:7][CH2:6][CH2:5][CH2:4][CH2:3]4)=[C:9]([N:16]([CH3:18])[CH3:17])[CH:10]=3)=[CH:38][CH:39]=2)[CH2:34][CH2:33]1)=[O:31])([CH3:28])([CH3:27])[CH3:26]. The catalyst class is: 4. (7) Reactant: [NH2:1][C:2]1[CH:3]=[C:4]2[C:8](=[CH:9][CH:10]=1)[N:7]([CH2:11][C:12]1[CH:17]=[CH:16][CH:15]=[CH:14][CH:13]=1)[C:6]([C:18]([O:20][CH2:21][CH3:22])=[O:19])=[C:5]2[C:23]1[CH:28]=[CH:27][CH:26]=[CH:25][CH:24]=1.CO[CH:31]1[CH2:35][CH2:34][CH:33](OC)O1. Product: [CH2:11]([N:7]1[C:8]2[C:4](=[CH:3][C:2]([N:1]3[CH:31]=[CH:35][CH:34]=[CH:33]3)=[CH:10][CH:9]=2)[C:5]([C:23]2[CH:24]=[CH:25][CH:26]=[CH:27][CH:28]=2)=[C:6]1[C:18]([O:20][CH2:21][CH3:22])=[O:19])[C:12]1[CH:17]=[CH:16][CH:15]=[CH:14][CH:13]=1. The catalyst class is: 15.